Predict the product of the given reaction. From a dataset of Forward reaction prediction with 1.9M reactions from USPTO patents (1976-2016). (1) Given the reactants [CH2:1]([O:8][C:9](=[O:28])[C@H:10]([CH2:23][CH2:24][CH2:25][CH2:26]O)[N:11]([C:13]([O:15][CH2:16][C:17]1[CH:22]=[CH:21][CH:20]=[CH:19][CH:18]=1)=[O:14])[CH3:12])[C:2]1[CH:7]=[CH:6][CH:5]=[CH:4][CH:3]=1.FC(F)(F)S(OS(C(F)(F)F)(=O)=O)(=O)=O.[O-]S(C(F)(F)F)(=O)=O.[CH2:52]([NH2:59])[C:53]1[CH:58]=[CH:57][CH:56]=[CH:55][CH:54]=1, predict the reaction product. The product is: [CH2:1]([O:8][C:9](=[O:28])[C@H:10]([CH2:23][CH2:24][CH2:25][CH2:26][NH:59][CH2:52][C:53]1[CH:58]=[CH:57][CH:56]=[CH:55][CH:54]=1)[N:11]([C:13]([O:15][CH2:16][C:17]1[CH:22]=[CH:21][CH:20]=[CH:19][CH:18]=1)=[O:14])[CH3:12])[C:2]1[CH:7]=[CH:6][CH:5]=[CH:4][CH:3]=1. (2) Given the reactants [C:1]12([NH2:11])[CH2:10][CH:5]3[CH2:6][CH:7]([CH2:9][CH:3]([CH2:4]3)[CH2:2]1)[CH2:8]2.[CH:12]([C:14]1[CH:19]=[CH:18][C:17]([N:20]([CH3:25])[CH2:21][CH2:22][C:23]#[N:24])=[CH:16][CH:15]=1)=O, predict the reaction product. The product is: [C:1]12([NH:11][CH2:12][C:14]3[CH:15]=[CH:16][C:17]([N:20]([CH3:25])[CH2:21][CH2:22][C:23]#[N:24])=[CH:18][CH:19]=3)[CH2:8][CH:7]3[CH2:6][CH:5]([CH2:4][CH:3]([CH2:9]3)[CH2:2]1)[CH2:10]2. (3) The product is: [CH3:40][O:41][CH2:42][C:43]1[O:47][C:46]([CH2:48][N:49]2[N:53]=[C:52]([NH:54][C:14]([C:10]3[N:11]=[CH:12][O:13][C:9]=3[C:3]3[CH:4]=[CH:5][CH:6]=[CH:7][CH:8]=3)=[O:16])[CH:51]=[N:50]2)=[CH:45][CH:44]=1. Given the reactants N#N.[C:3]1([C:9]2[O:13][CH:12]=[N:11][C:10]=2[C:14]([OH:16])=O)[CH:8]=[CH:7][CH:6]=[CH:5][CH:4]=1.C1C=CC2N(O)N=NC=2C=1.C(Cl)CCl.CCN(C(C)C)C(C)C.[CH3:40][O:41][CH2:42][C:43]1[O:47][C:46]([CH2:48][N:49]2[N:53]=[C:52]([NH2:54])[CH:51]=[N:50]2)=[CH:45][CH:44]=1, predict the reaction product. (4) Given the reactants [H-].[Na+].[Br:3][C:4]1[C:8]([Cl:9])=[C:7]([CH3:10])[NH:6][C:5]=1[C:11]([O:13][CH2:14][CH3:15])=[O:12].[CH3:16][Si:17]([CH:20](Cl)[CH2:21]C)([CH3:19])[CH3:18].CN([CH:27]=[O:28])C, predict the reaction product. The product is: [Br:3][C:4]1[C:8]([Cl:9])=[C:7]([CH3:10])[N:6]([CH2:27][O:28][CH2:21][CH2:20][Si:17]([CH3:19])([CH3:18])[CH3:16])[C:5]=1[C:11]([O:13][CH2:14][CH3:15])=[O:12]. (5) Given the reactants Br[C:2]1[C:10]2[O:9][CH2:8][C@@H:7]([N:11]([C:26](=[O:31])[C:27]([F:30])([F:29])[F:28])[C:12]3[CH:25]=[CH:24][C:15]4[C@H:16]([CH2:19][C:20]([O:22][CH3:23])=[O:21])[CH2:17][O:18][C:14]=4[CH:13]=3)[C:6]=2[CH:5]=[CH:4][CH:3]=1.[CH3:32][C:33]1[C:38](B(O)O)=[C:37]([CH3:42])[N:36]=[C:35]([N:43]2[CH2:48][CH2:47][O:46][CH2:45][CH2:44]2)[N:34]=1.C(=O)([O-])[O-].[Na+].[Na+].C1(P(C2CCCCC2)C2C=CC=CC=2C2C(OC)=CC=CC=2OC)CCCCC1, predict the reaction product. The product is: [CH3:32][C:33]1[C:38]([C:2]2[C:10]3[O:9][CH2:8][C@@H:7]([N:11]([C:26](=[O:31])[C:27]([F:28])([F:30])[F:29])[C:12]4[CH:25]=[CH:24][C:15]5[C@H:16]([CH2:19][C:20]([O:22][CH3:23])=[O:21])[CH2:17][O:18][C:14]=5[CH:13]=4)[C:6]=3[CH:5]=[CH:4][CH:3]=2)=[C:37]([CH3:42])[N:36]=[C:35]([N:43]2[CH2:44][CH2:45][O:46][CH2:47][CH2:48]2)[N:34]=1. (6) Given the reactants [C:1]([C:3]1[C:4]([N:22]2[CH2:27][CH2:26][CH:25]([C:28](O)=[O:29])[CH2:24][CH2:23]2)=[N:5][C:6]([CH2:15][N:16]2[CH2:20][CH2:19][CH2:18][C:17]2=[O:21])=[C:7]([C:9]([O:11][CH:12]([CH3:14])[CH3:13])=[O:10])[CH:8]=1)#[N:2].[F:31][C:32]1[CH:37]=[CH:36][C:35]([N:38]([CH3:43])[S:39]([NH2:42])(=[O:41])=[O:40])=[CH:34][CH:33]=1, predict the reaction product. The product is: [C:1]([C:3]1[C:4]([N:22]2[CH2:27][CH2:26][CH:25]([C:28](=[O:29])[NH:42][S:39]([N:38]([C:35]3[CH:36]=[CH:37][C:32]([F:31])=[CH:33][CH:34]=3)[CH3:43])(=[O:40])=[O:41])[CH2:24][CH2:23]2)=[N:5][C:6]([CH2:15][N:16]2[CH2:20][CH2:19][CH2:18][C:17]2=[O:21])=[C:7]([CH:8]=1)[C:9]([O:11][CH:12]([CH3:14])[CH3:13])=[O:10])#[N:2]. (7) Given the reactants [CH3:1][C:2]1[CH:7]=[CH:6][C:5]([OH:8])=[C:4]([N+:9]([O-:11])=[O:10])[CH:3]=1.[OH-].[K+].[CH2:14]([CH:16]([CH2:19][CH2:20][CH2:21][CH3:22])[CH2:17]Br)[CH3:15].O, predict the reaction product. The product is: [CH2:14]([CH:16]([CH2:19][CH2:20][CH2:21][CH3:22])[CH2:17][O:8][C:5]1[CH:6]=[CH:7][C:2]([CH3:1])=[CH:3][C:4]=1[N+:9]([O-:11])=[O:10])[CH3:15]. (8) Given the reactants [CH3:1][NH:2][C:3]([C:5]1[CH:6]=[C:7]2[C:12](=[CH:13][CH:14]=1)[N:11]([CH2:15][CH:16]=O)[CH2:10][CH2:9][CH2:8]2)=[O:4].[F:18][C:19]1[CH:27]=[C:26]2[C:22]([C:23]([C:28]3[CH2:29][CH2:30][NH:31][CH2:32][CH:33]=3)=[CH:24][NH:25]2)=[CH:21][CH:20]=1.C(O)(=O)C.C([BH3-])#N.[Na+], predict the reaction product. The product is: [F:18][C:19]1[CH:27]=[C:26]2[C:22]([C:23]([C:28]3[CH2:29][CH2:30][N:31]([CH2:16][CH2:15][N:11]4[C:12]5[C:7](=[CH:6][C:5]([C:3]([NH:2][CH3:1])=[O:4])=[CH:14][CH:13]=5)[CH2:8][CH2:9][CH2:10]4)[CH2:32][CH:33]=3)=[CH:24][NH:25]2)=[CH:21][CH:20]=1.